Dataset: Forward reaction prediction with 1.9M reactions from USPTO patents (1976-2016). Task: Predict the product of the given reaction. (1) The product is: [Cl:39][C:40]1[C:41]([C:50]([F:52])([F:51])[F:53])=[N:42][N:43]([CH2:46][C:47]([N:36]2[CH2:35][CH2:34][N:33]([C:27]3[CH:28]=[CH:29][CH:30]=[C:31]([CH3:32])[C:26]=3[CH3:25])[CH2:38][CH2:37]2)=[O:48])[C:44]=1[CH3:45]. Given the reactants CN(C(ON1N=NC2C=CC=NC1=2)=[N+](C)C)C.F[P-](F)(F)(F)(F)F.[CH3:25][C:26]1[C:31]([CH3:32])=[CH:30][CH:29]=[CH:28][C:27]=1[N:33]1[CH2:38][CH2:37][NH:36][CH2:35][CH2:34]1.[Cl:39][C:40]1[C:41]([C:50]([F:53])([F:52])[F:51])=[N:42][N:43]([CH2:46][C:47](O)=[O:48])[C:44]=1[CH3:45], predict the reaction product. (2) Given the reactants [N:1]1[CH:6]=[CH:5][CH:4]=[C:3]([NH:7][C:8]([N:10]2[CH2:13][CH:12]([O:14][C:15]3[CH:20]=[CH:19][C:18](I)=[CH:17][N:16]=3)[CH2:11]2)=[O:9])[N:2]=1.[CH2:22]([O:29][CH2:30][CH2:31][O:32][C:33]1[CH:34]=[C:35](B2OC(C)(C)C(C)(C)O2)[CH:36]=[CH:37][CH:38]=1)[C:23]1[CH:28]=[CH:27][CH:26]=[CH:25][CH:24]=1, predict the reaction product. The product is: [N:1]1[CH:6]=[CH:5][CH:4]=[C:3]([NH:7][C:8]([N:10]2[CH2:13][CH:12]([O:14][C:15]3[CH:20]=[CH:19][C:18]([C:35]4[CH:36]=[CH:37][CH:38]=[C:33]([O:32][CH2:31][CH2:30][O:29][CH2:22][C:23]5[CH:28]=[CH:27][CH:26]=[CH:25][CH:24]=5)[CH:34]=4)=[CH:17][N:16]=3)[CH2:11]2)=[O:9])[N:2]=1. (3) Given the reactants [NH2:1][C:2]([C:4]1[CH:5]=[C:6]([CH:37]=[C:38]([Cl:40])[CH:39]=1)[O:7][C@@H:8]([C:30]1[CH:35]=[CH:34][C:33]([Cl:36])=[CH:32][CH:31]=1)[C@@H:9]([C:16]1[CH:29]=[CH:28][C:19]([C:20]([NH:22][CH2:23][CH2:24][C:25]([OH:27])=[O:26])=[O:21])=[CH:18][CH:17]=1)[CH2:10][CH2:11][C:12]([F:15])([F:14])[F:13])=O, predict the reaction product. The product is: [Cl:40][C:38]1[CH:37]=[C:6]([CH:5]=[C:4]([C:2]#[N:1])[CH:39]=1)[O:7][C@@H:8]([C:30]1[CH:31]=[CH:32][C:33]([Cl:36])=[CH:34][CH:35]=1)[C@@H:9]([C:16]1[CH:29]=[CH:28][C:19]([C:20]([NH:22][CH2:23][CH2:24][C:25]([OH:27])=[O:26])=[O:21])=[CH:18][CH:17]=1)[CH2:10][CH2:11][C:12]([F:15])([F:13])[F:14]. (4) Given the reactants [NH:1]1[CH:5]=[C:4]([C:6]2[C:7]([NH2:13])=[N:8][C:9]([NH2:12])=[CH:10][CH:11]=2)[CH:3]=[N:2]1.[H-].[Na+].[CH2:16]([O:20][CH2:21][C:22]1[CH:27]=[CH:26][C:25]([CH2:28]Cl)=[CH:24][CH:23]=1)[CH2:17][CH2:18][CH3:19], predict the reaction product. The product is: [CH2:16]([O:20][CH2:21][C:22]1[CH:27]=[CH:26][C:25]([CH2:28][N:1]2[CH:5]=[C:4]([C:6]3[C:7]([NH2:13])=[N:8][C:9]([NH2:12])=[CH:10][CH:11]=3)[CH:3]=[N:2]2)=[CH:24][CH:23]=1)[CH2:17][CH2:18][CH3:19]. (5) Given the reactants Cl.[Br:2][C:3]1[C:4]([C@@H:10]([NH2:20])[CH2:11][C:12]2[CH:17]=[C:16]([F:18])[CH:15]=[C:14]([F:19])[CH:13]=2)=[N:5][C:6]([Br:9])=[CH:7][CH:8]=1.[C:21](O[C:21]([O:23][C:24]([CH3:27])([CH3:26])[CH3:25])=[O:22])([O:23][C:24]([CH3:27])([CH3:26])[CH3:25])=[O:22], predict the reaction product. The product is: [C:24]([O:23][C:21](=[O:22])[NH:20][C@H:10]([C:4]1[C:3]([Br:2])=[CH:8][CH:7]=[C:6]([Br:9])[N:5]=1)[CH2:11][C:12]1[CH:17]=[C:16]([F:18])[CH:15]=[C:14]([F:19])[CH:13]=1)([CH3:27])([CH3:26])[CH3:25].